From a dataset of Full USPTO retrosynthesis dataset with 1.9M reactions from patents (1976-2016). Predict the reactants needed to synthesize the given product. The reactants are: [C:1]([C@H:4]([O:23][C:24]([N:26]1[CH2:31][CH2:30][CH:29]([N:32]2[CH2:38][CH2:37][C:36]3[CH:39]=[CH:40][CH:41]=[CH:42][C:35]=3[NH:34][C:33]2=[O:43])[CH2:28][CH2:27]1)=[O:25])[CH2:5][C:6]1[CH:7]=[C:8]2[C:12](=[C:13]([CH3:15])[CH:14]=1)[N:11]([C:16]([O:18][C:19]([CH3:22])([CH3:21])[CH3:20])=[O:17])[N:10]=[CH:9]2)(O)=[O:2].CN(C(ON1N=NC2C=CC=CC1=2)=[N+](C)C)C.[B-](F)(F)(F)F.C(N(CC)CC)C.[CH3:73][N:74]1[CH2:79][CH2:78][N:77]([CH:80]2[CH2:85][CH2:84][NH:83][CH2:82][CH2:81]2)[CH2:76][CH2:75]1. Given the product [CH3:15][C:13]1[CH:14]=[C:6]([CH2:5][C@@H:4]([O:23][C:24]([N:26]2[CH2:27][CH2:28][CH:29]([N:32]3[CH2:38][CH2:37][C:36]4[CH:39]=[CH:40][CH:41]=[CH:42][C:35]=4[NH:34][C:33]3=[O:43])[CH2:30][CH2:31]2)=[O:25])[C:1]([N:83]2[CH2:82][CH2:81][CH:80]([N:77]3[CH2:76][CH2:75][N:74]([CH3:73])[CH2:79][CH2:78]3)[CH2:85][CH2:84]2)=[O:2])[CH:7]=[C:8]2[C:12]=1[N:11]([C:16]([O:18][C:19]([CH3:20])([CH3:21])[CH3:22])=[O:17])[N:10]=[CH:9]2, predict the reactants needed to synthesize it.